From a dataset of Forward reaction prediction with 1.9M reactions from USPTO patents (1976-2016). Predict the product of the given reaction. (1) Given the reactants [CH3:1][O:2][C:3]1[CH:10]=[C:9]([O:11][CH3:12])[CH:8]=[CH:7][C:4]=1[CH:5]=O.[ClH:13].[NH2:14][C:15]1[S:16][C:17](Cl)=[CH:18][N:19]=1.CCN(CC)CC.N1CCCCC1.[BH4-].[Na+], predict the reaction product. The product is: [Cl:13][C:18]1[N:19]=[C:15]([NH:14][CH2:5][C:4]2[CH:7]=[CH:8][C:9]([O:11][CH3:12])=[CH:10][C:3]=2[O:2][CH3:1])[S:16][CH:17]=1. (2) Given the reactants [N+:1]([C:4]1[CH:5]=[C:6]2[C:11](=[CH:12][CH:13]=1)[NH:10][C:9](=[O:14])[CH:8]=[CH:7]2)([O-])=O, predict the reaction product. The product is: [NH2:1][C:4]1[CH:5]=[C:6]2[C:11](=[CH:12][CH:13]=1)[NH:10][C:9](=[O:14])[CH:8]=[CH:7]2. (3) Given the reactants [CH2:1]([OH:4])[CH2:2][OH:3].[C:5]([OH:22])(=O)[CH2:6][CH2:7][CH2:8][CH2:9][CH2:10][CH2:11][CH2:12][CH2:13][CH2:14][CH2:15][CH2:16][CH2:17][CH2:18][CH2:19][CH3:20].[C:23]([O-:28])(=O)[C:24]([O-])=O.[Sn+2], predict the reaction product. The product is: [C:23]([O:3][CH2:2][CH2:1][O:4][C:5](=[O:22])[CH2:6][CH2:7][CH2:8][CH2:9][CH2:10][CH2:11][CH2:12][CH2:13][CH2:14][CH2:15][CH2:16][CH2:17][CH2:18][CH2:19][CH3:20])(=[O:28])[CH2:24][CH2:18][CH2:17][CH2:16][CH2:15][CH2:14][CH2:13][CH2:12][CH2:11][CH2:10][CH2:9][CH2:8][CH2:7][CH2:6][CH3:5]. (4) Given the reactants [Cl:1][C:2]1[CH:3]=[C:4]([C:8]2[C:9]([CH2:15][O:16][CH:17]([C:26]3[N:30]([CH3:31])[CH:29]=[N:28][CH:27]=3)[C:18]3[CH:25]=[CH:24][C:21]([C:22]#[N:23])=[CH:20][CH:19]=3)=[CH:10][NH:11][C:12](=[O:14])[CH:13]=2)[CH:5]=[CH:6][CH:7]=1.[H-].[Na+].I[CH3:35], predict the reaction product. The product is: [NH4+:11].[OH-:14].[Cl:1][C:2]1[CH:3]=[C:4]([C:8]2[C:9]([CH2:15][O:16][CH:17]([C:26]3[N:30]([CH3:31])[CH:29]=[N:28][CH:27]=3)[C:18]3[CH:19]=[CH:20][C:21]([C:22]#[N:23])=[CH:24][CH:25]=3)=[CH:10][N:11]([CH3:35])[C:12](=[O:14])[CH:13]=2)[CH:5]=[CH:6][CH:7]=1. (5) Given the reactants CCN(CC)CC.Cl.[S:9]1[C:13]([NH2:14])=[CH:12][N:11]=[CH:10]1.[CH3:15][C:16](OC(C)=O)=[O:17], predict the reaction product. The product is: [S:9]1[C:13]([NH:14][C:16](=[O:17])[CH3:15])=[CH:12][N:11]=[CH:10]1.